Dataset: CYP3A4 inhibition data for predicting drug metabolism from PubChem BioAssay. Task: Regression/Classification. Given a drug SMILES string, predict its absorption, distribution, metabolism, or excretion properties. Task type varies by dataset: regression for continuous measurements (e.g., permeability, clearance, half-life) or binary classification for categorical outcomes (e.g., BBB penetration, CYP inhibition). Dataset: cyp3a4_veith. (1) The compound is COc1cccc(-c2ccc3ncnc(NCCc4c[nH]c5ccc(OC)cc45)c3c2)c1. The result is 1 (inhibitor). (2) The molecule is Cn1cccc1C(=O)N1CCC2(CC1)CCN(c1ccncc1)CC2. The result is 0 (non-inhibitor). (3) The drug is O=C(CSc1nc2ccccc2c(=O)n1CCCN1CCCCC1)NCc1ccccc1. The result is 1 (inhibitor).